Dataset: Catalyst prediction with 721,799 reactions and 888 catalyst types from USPTO. Task: Predict which catalyst facilitates the given reaction. Reactant: Br[C:2]1[CH:3]=[C:4]2[C:9](=[CH:10][CH:11]=1)[C:8]([Cl:12])=[N:7][N:6]=[CH:5]2.[CH3:13][C:14]1[CH:28]=[CH:27][C:17]([C:18]([NH:20][C:21]2[N:25]([CH3:26])[N:24]=[CH:23][CH:22]=2)=[O:19])=[CH:16][C:15]=1B1OC(C)(C)C(C)(C)O1.C(=O)([O-])[O-].[Na+].[Na+].O. Product: [Cl:12][C:8]1[C:9]2[C:4](=[CH:3][C:2]([C:15]3[CH:16]=[C:17]([CH:27]=[CH:28][C:14]=3[CH3:13])[C:18]([NH:20][C:21]3[N:25]([CH3:26])[N:24]=[CH:23][CH:22]=3)=[O:19])=[CH:11][CH:10]=2)[CH:5]=[N:6][N:7]=1. The catalyst class is: 104.